This data is from Catalyst prediction with 721,799 reactions and 888 catalyst types from USPTO. The task is: Predict which catalyst facilitates the given reaction. (1) Reactant: [C:1]([O:5][C:6]([NH:8][C@H:9]1[CH2:27][C:26]2[CH:28]=[C:22]([CH:23]=[CH:24][C:25]=2[OH:29])[C:21]2=[CH:30][C:17](=[CH:18][CH:19]=[CH:20]2)[CH2:16][C@@H:15]([C:31](O)=[O:32])[NH:14][C:13](=[O:34])[C@H:12]([CH2:35][CH2:36][CH2:37][NH:38][C:39]([O:41][C:42]([CH3:45])([CH3:44])[CH3:43])=[O:40])[NH:11][C:10]1=[O:46])=[O:7])([CH3:4])([CH3:3])[CH3:2].[NH2:47][C@H:48]([C:60]([NH:62][CH2:63][C@@H:64]([NH:76][C:77]([O:79][C:80]([CH3:83])([CH3:82])[CH3:81])=[O:78])[CH2:65][CH2:66][CH2:67][NH:68][C:69]([O:71][C:72]([CH3:75])([CH3:74])[CH3:73])=[O:70])=[O:61])[CH2:49][CH2:50][CH2:51][NH:52][C:53](=[O:59])[O:54][C:55]([CH3:58])([CH3:57])[CH3:56].C(Cl)CCl.C1C=CC2N(O)N=NC=2C=1. Product: [C:80]([O:79][C:77]([NH:76][C@@H:64]([CH2:65][CH2:66][CH2:67][NH:68][C:69]([O:71][C:72]([CH3:73])([CH3:74])[CH3:75])=[O:70])[CH2:63][NH:62][C:60](=[O:61])[C@@H:48]([NH:47][C:31]([C@H:15]1[NH:14][C:13](=[O:34])[C@H:12]([CH2:35][CH2:36][CH2:37][NH:38][C:39]([O:41][C:42]([CH3:45])([CH3:44])[CH3:43])=[O:40])[NH:11][C:10](=[O:46])[C@@H:9]([NH:8][C:6]([O:5][C:1]([CH3:4])([CH3:3])[CH3:2])=[O:7])[CH2:27][C:26]2[CH:28]=[C:22]([CH:23]=[CH:24][C:25]=2[OH:29])[C:21]2=[CH:30][C:17](=[CH:18][CH:19]=[CH:20]2)[CH2:16]1)=[O:32])[CH2:49][CH2:50][CH2:51][NH:52][C:53](=[O:59])[O:54][C:55]([CH3:58])([CH3:57])[CH3:56])=[O:78])([CH3:83])([CH3:82])[CH3:81]. The catalyst class is: 3. (2) Reactant: [Cl:1][C:2]1[C:3]([CH3:24])=[N:4][O:5][C:6]=1[N:7]([C:16]([O:18]CC(Cl)(Cl)Cl)=O)C(OCC(Cl)(Cl)Cl)=O.[C:25]1([C:31]2[N:35]=[C:34]([N:36]3[CH2:41][CH2:40][NH:39][CH2:38][CH2:37]3)[S:33][N:32]=2)[CH:30]=[CH:29][CH:28]=[CH:27][CH:26]=1.C(N(C(C)C)CC)(C)C.CS(C)=O. Product: [Cl:1][C:2]1[C:3]([CH3:24])=[N:4][O:5][C:6]=1[NH:7][C:16]([N:39]1[CH2:40][CH2:41][N:36]([C:34]2[S:33][N:32]=[C:31]([C:25]3[CH:30]=[CH:29][CH:28]=[CH:27][CH:26]=3)[N:35]=2)[CH2:37][CH2:38]1)=[O:18]. The catalyst class is: 6. (3) Reactant: [C:1]([C:4]1[CH:9]=[CH:8][CH:7]=[CH:6][C:5]=1[C:10]1[S:14][C:13]([C:15]([O:17][CH2:18][CH3:19])=[O:16])=[CH:12][CH:11]=1)(=[O:3])[CH3:2].[BH4-].[Na+].C(O)(=O)CC(CC(O)=O)(C(O)=O)O. Product: [OH:3][CH:1]([C:4]1[CH:9]=[CH:8][CH:7]=[CH:6][C:5]=1[C:10]1[S:14][C:13]([C:15]([O:17][CH2:18][CH3:19])=[O:16])=[CH:12][CH:11]=1)[CH3:2]. The catalyst class is: 8.